Dataset: Forward reaction prediction with 1.9M reactions from USPTO patents (1976-2016). Task: Predict the product of the given reaction. (1) Given the reactants N1C=CC=NC1=O.[Cl:8][C:9]1[CH:10]=[CH:11][C:12]([F:22])=[C:13]([C:15]2[N:20]=[C:19]([OH:21])[CH:18]=[CH:17][N:16]=2)[CH:14]=1.C1C(=O)N([I:30])C(=O)C1, predict the reaction product. The product is: [Cl:8][C:9]1[CH:10]=[CH:11][C:12]([F:22])=[C:13]([C:15]2[N:20]=[C:19]([OH:21])[C:18]([I:30])=[CH:17][N:16]=2)[CH:14]=1. (2) Given the reactants [Cl:1][C:2]1[CH:3]=[C:4]([C:10]2[C:14]([C:15]([OH:17])=O)=[CH:13][O:12][N:11]=2)[CH:5]=[CH:6][C:7]=1[O:8][CH3:9].C(N(C(C)C)C(C)C)C.CN(C(ON1N=NC2C=CC=CC1=2)=[N+](C)C)C.[B-](F)(F)(F)F.Cl.Cl.[CH3:51][C:52]1[CH:53]=[CH:54][C:55]([C:58]2([OH:63])[CH2:62][CH2:61][NH:60][CH2:59]2)=[N:56][CH:57]=1, predict the reaction product. The product is: [Cl:1][C:2]1[CH:3]=[C:4]([C:10]2[C:14]([C:15]([N:60]3[CH2:61][CH2:62][C:58]([C:55]4[CH:54]=[CH:53][C:52]([CH3:51])=[CH:57][N:56]=4)([OH:63])[CH2:59]3)=[O:17])=[CH:13][O:12][N:11]=2)[CH:5]=[CH:6][C:7]=1[O:8][CH3:9]. (3) Given the reactants [CH2:1]([OH:9])[CH2:2][CH2:3][CH2:4][CH2:5][CH2:6][CH2:7][CH3:8].[CH2:10]([C:12]1[CH:17]=[CH:16][CH:15]=[CH:14][CH:13]=1)[CH3:11].C(OOC(C)(C)C)(C)(C)C, predict the reaction product. The product is: [C:12]1([CH:10]([CH3:11])[O:9][CH2:1][CH2:2][CH2:3][CH2:4][CH2:5][CH2:6][CH2:7][CH3:8])[CH:17]=[CH:16][CH:15]=[CH:14][CH:13]=1. (4) Given the reactants [CH2:1]([CH:8]1[CH2:10][O:9]1)[C:2]1[CH:7]=[CH:6][CH:5]=[CH:4][CH:3]=1.[NH:11]1[CH2:16][CH2:15][CH:14]([CH2:17][NH:18][C:19]([C:21]2[CH:22]=[N:23][NH:24][CH:25]=2)=[O:20])[CH2:13][CH2:12]1, predict the reaction product. The product is: [OH:9][CH:8]([CH2:1][C:2]1[CH:7]=[CH:6][CH:5]=[CH:4][CH:3]=1)[CH2:10][N:11]1[CH2:16][CH2:15][CH:14]([CH2:17][NH:18][C:19]([C:21]2[CH:25]=[N:24][NH:23][CH:22]=2)=[O:20])[CH2:13][CH2:12]1. (5) Given the reactants [CH3:1][O:2][C:3]1[CH:4]=[C:5]([N:11]2[CH2:16][C:15]3[CH:17]=[N:18][C:19]4[N:23]([S:24]([C:27]5[CH:32]=[CH:31][CH:30]=[CH:29][CH:28]=5)(=[O:26])=[O:25])[CH:22]=[CH:21][C:20]=4[C:14]=3[N:13]([CH3:33])[C:12]2=[O:34])[CH:6]=[C:7]([O:9][CH3:10])[CH:8]=1.C([N-]C(C)C)(C)C.[Li+].[Br:43]C(Cl)(Cl)C(Br)(Cl)Cl, predict the reaction product. The product is: [Br:43][C:22]1[N:23]([S:24]([C:27]2[CH:28]=[CH:29][CH:30]=[CH:31][CH:32]=2)(=[O:26])=[O:25])[C:19]2[N:18]=[CH:17][C:15]3[CH2:16][N:11]([C:5]4[CH:6]=[C:7]([O:9][CH3:10])[CH:8]=[C:3]([O:2][CH3:1])[CH:4]=4)[C:12](=[O:34])[N:13]([CH3:33])[C:14]=3[C:20]=2[CH:21]=1. (6) The product is: [C:60]([O:64][C:65]([N:67]1[CH2:73][CH2:72][C:71]2[C:74]([S:79][CH2:80][C:81]3[CH:82]=[N:83][C:84]([NH:59][CH:53]4[CH2:58][CH2:57][CH2:56][CH2:55][CH2:54]4)=[CH:85][CH:86]=3)=[C:75]([Cl:78])[CH:76]=[CH:77][C:70]=2[CH2:69][CH2:68]1)=[O:66])([CH3:63])([CH3:61])[CH3:62]. Given the reactants C1C=CC(P(C2C(C3C(P(C4C=CC=CC=4)C4C=CC=CC=4)=CC=C4C=3C=CC=C4)=C3C(C=CC=C3)=CC=2)C2C=CC=CC=2)=CC=1.CC(C)([O-])C.[Na+].[CH:53]1([NH2:59])[CH2:58][CH2:57][CH2:56][CH2:55][CH2:54]1.[C:60]([O:64][C:65]([N:67]1[CH2:73][CH2:72][C:71]2[C:74]([S:79][CH2:80][C:81]3[CH:82]=[N:83][C:84](Cl)=[CH:85][CH:86]=3)=[C:75]([Cl:78])[CH:76]=[CH:77][C:70]=2[CH2:69][CH2:68]1)=[O:66])([CH3:63])([CH3:62])[CH3:61], predict the reaction product. (7) Given the reactants [CH3:1][C:2]1[C:3]([NH:21]C(=O)OC(C)(C)C)=[C:4]2[C:8](=[CH:9][CH:10]=1)[N:7]([S:11]([C:14]1[CH:20]=[CH:19][C:17]([CH3:18])=[CH:16][CH:15]=1)(=[O:13])=[O:12])[CH:6]=[CH:5]2.C(O)(C(F)(F)F)=O, predict the reaction product. The product is: [CH3:1][C:2]1[CH:10]=[CH:9][C:8]2[N:7]([S:11]([C:14]3[CH:20]=[CH:19][C:17]([CH3:18])=[CH:16][CH:15]=3)(=[O:13])=[O:12])[CH:6]=[CH:5][C:4]=2[C:3]=1[NH2:21]. (8) Given the reactants C([O:4][C:5](=[O:18])[C:6]1[CH:11]=[C:10]([CH3:12])[N:9]=[C:8]([CH:13]([CH2:16][CH3:17])[CH2:14][CH3:15])[CH:7]=1)(C)C.[ClH:19], predict the reaction product. The product is: [ClH:19].[CH2:14]([CH:13]([C:8]1[CH:7]=[C:6]([CH:11]=[C:10]([CH3:12])[N:9]=1)[C:5]([OH:18])=[O:4])[CH2:16][CH3:17])[CH3:15]. (9) Given the reactants [CH3:1][O:2][C:3]1[C:13]2[CH2:12][CH2:11][CH2:10][C:9](=[O:14])[NH:8][C:7]=2[C:6]([N+:15]([O-])=O)=[CH:5][CH:4]=1.NC1C=CC2N(C)C(=O)CCCC=2C=1, predict the reaction product. The product is: [NH2:15][C:6]1[C:7]2[NH:8][C:9](=[O:14])[CH2:10][CH2:11][CH2:12][C:13]=2[C:3]([O:2][CH3:1])=[CH:4][CH:5]=1. (10) Given the reactants [CH2:1]([O:3][C:4]([C:6]1([C:9]2[CH:14]=[CH:13][C:12]([C:15]3[CH:20]=[CH:19][C:18]([C:21]4[O:25][N:24]=[C:23]([CH3:26])[C:22]=4[NH2:27])=[CH:17][CH:16]=3)=[CH:11][CH:10]=2)[CH2:8][CH2:7]1)=[O:5])[CH3:2].[CH2:28]([CH2:35][C:36](=O)[CH3:37])[C:29]1[CH:34]=[CH:33][CH:32]=[CH:31][CH:30]=1, predict the reaction product. The product is: [CH2:1]([O:3][C:4]([C:6]1([C:9]2[CH:10]=[CH:11][C:12]([C:15]3[CH:20]=[CH:19][C:18]([C:21]4[O:25][N:24]=[C:23]([CH3:26])[C:22]=4[NH:27][CH:36]([CH3:37])[CH2:35][CH2:28][C:29]4[CH:34]=[CH:33][CH:32]=[CH:31][CH:30]=4)=[CH:17][CH:16]=3)=[CH:13][CH:14]=2)[CH2:8][CH2:7]1)=[O:5])[CH3:2].